Dataset: Reaction yield outcomes from USPTO patents with 853,638 reactions. Task: Predict the reaction yield, written as a fraction of the theoretical maximum amount of product (1.0 means a 100% yield; for example, 0.34 means a 34% yield). (1) The reactants are [CH2:1]([N:3]([CH2:39][CH3:40])[C:4]([C:6]1[CH:38]=[CH:37][C:9]([C:10]([C:12]2[CH:36]=[CH:35][CH:34]=[CH:33][C:13]=2[O:14][CH2:15][CH2:16][N:17]2[CH2:22][CH2:21][CH:20]([N:23]3[C:27]4[CH:28]=[CH:29][CH:30]=[CH:31][C:26]=4[NH:25][C:24]3=[O:32])[CH2:19][CH2:18]2)=[O:11])=[CH:8][CH:7]=1)=[O:5])[CH3:2].[BH4-].[Na+].O. The catalyst is C(O)C. The product is [CH2:39]([N:3]([CH2:1][CH3:2])[C:4]([C:6]1[CH:7]=[CH:8][C:9]([CH:10]([C:12]2[CH:36]=[CH:35][CH:34]=[CH:33][C:13]=2[O:14][CH2:15][CH2:16][N:17]2[CH2:18][CH2:19][CH:20]([N:23]3[C:27]4[CH:28]=[CH:29][CH:30]=[CH:31][C:26]=4[NH:25][C:24]3=[O:32])[CH2:21][CH2:22]2)[OH:11])=[CH:37][CH:38]=1)=[O:5])[CH3:40]. The yield is 0.700. (2) The reactants are C([N:8]1[CH2:12][C@@H:11]([C:13]2[CH:18]=[CH:17][CH:16]=[C:15]([C:19]([F:22])([F:21])[F:20])[C:14]=2[C:23]([O:25][CH3:26])=[O:24])[C@H:10]([C:27]([O:29]CC2C=CC=CC=2)=[O:28])[CH2:9]1)C1C=CC=CC=1.[C:45](O[C:45]([O:47][C:48]([CH3:51])([CH3:50])[CH3:49])=[O:46])([O:47][C:48]([CH3:51])([CH3:50])[CH3:49])=[O:46].[H][H]. The catalyst is C(O)C.[Pd]. The product is [C:48]([O:47][C:45]([N:8]1[CH2:12][C@@H:11]([C:13]2[CH:18]=[CH:17][CH:16]=[C:15]([C:19]([F:22])([F:21])[F:20])[C:14]=2[C:23]([O:25][CH3:26])=[O:24])[C@H:10]([C:27]([OH:29])=[O:28])[CH2:9]1)=[O:46])([CH3:49])([CH3:50])[CH3:51]. The yield is 0.980. (3) No catalyst specified. The reactants are [F:1][C:2]1[CH:3]=[C:4]([CH:7]=[CH:8][CH:9]=1)[CH2:5][OH:6].Cl[C:11]1[N:12]=[C:13]([OH:27])[C:14]2[CH:20]=[CH:19][N:18]=[C:17]([C:21]3[N:22]=[CH:23][N:24]([CH3:26])[CH:25]=3)[C:15]=2[N:16]=1. The yield is 0.400. The product is [F:1][C:2]1[CH:3]=[C:4]([CH2:5][O:6][C:11]2[N:12]=[C:13]([OH:27])[C:14]3[CH:20]=[CH:19][N:18]=[C:17]([C:21]4[N:22]=[CH:23][N:24]([CH3:26])[CH:25]=4)[C:15]=3[N:16]=2)[CH:7]=[CH:8][CH:9]=1. (4) The reactants are Cl.[C:2]1([C:8]2[C:19]([CH2:20][CH2:21][NH2:22])=[C:11]3[C:12]4[CH:18]=[CH:17][O:16][C:13]=4[CH:14]=[CH:15][N:10]3[N:9]=2)[CH:7]=[CH:6][CH:5]=[CH:4][CH:3]=1.C(N(CC)CC)C.[C:30](O[C:30](=[O:33])[CH2:31][CH3:32])(=[O:33])[CH2:31][CH3:32]. The catalyst is O1CCCC1.C(=O)([O-])O.[Na+]. The product is [C:2]1([C:8]2[C:19]([CH2:20][CH2:21][NH:22][C:30](=[O:33])[CH2:31][CH3:32])=[C:11]3[C:12]4[CH:18]=[CH:17][O:16][C:13]=4[CH:14]=[CH:15][N:10]3[N:9]=2)[CH:3]=[CH:4][CH:5]=[CH:6][CH:7]=1. The yield is 0.240.